From a dataset of Catalyst prediction with 721,799 reactions and 888 catalyst types from USPTO. Predict which catalyst facilitates the given reaction. (1) Reactant: [CH3:1][N:2]1[CH2:7][CH2:6][C:5]([C:10]2[CH:15]=[CH:14][C:13]([F:16])=[CH:12][CH:11]=2)([CH2:8][NH2:9])[CH2:4][CH2:3]1.[C:17]([C:19]1[C:20]([CH2:32][CH3:33])=[C:21]([C:29](Cl)=[O:30])[C:22]2[C:27]([CH:28]=1)=[CH:26][CH:25]=[CH:24][CH:23]=2)#[N:18]. Product: [CH3:1][N:2]1[CH2:3][CH2:4][C:5]([C:10]2[CH:11]=[CH:12][C:13]([F:16])=[CH:14][CH:15]=2)([CH2:8][NH:9][C:29]([C:21]2[C:22]3[C:27](=[CH:26][CH:25]=[CH:24][CH:23]=3)[CH:28]=[C:19]([C:17]#[N:18])[C:20]=2[CH2:32][CH3:33])=[O:30])[CH2:6][CH2:7]1. The catalyst class is: 2. (2) Reactant: [C:1]12([C:11]3[CH:12]=[C:13]([C:19]4[CH:24]=[CH:23][CH:22]=[C:21]([CH:25]=[C:26]5[S:30][C:29](=[S:31])[NH:28][C:27]5=[O:32])[CH:20]=4)[CH:14]=[C:15]([F:18])[C:16]=3[OH:17])[CH2:10][CH:5]3[CH2:6][CH:7]([CH2:9][CH:3]([CH2:4]3)[CH2:2]1)[CH2:8]2.[Li+].[BH4-]. Product: [C:1]12([C:11]3[CH:12]=[C:13]([C:19]4[CH:24]=[CH:23][CH:22]=[C:21]([CH2:25][CH:26]5[S:30][C:29](=[S:31])[NH:28][C:27]5=[O:32])[CH:20]=4)[CH:14]=[C:15]([F:18])[C:16]=3[OH:17])[CH2:10][CH:5]3[CH2:4][CH:3]([CH2:9][CH:7]([CH2:6]3)[CH2:8]1)[CH2:2]2. The catalyst class is: 877. (3) Reactant: [CH3:1][O:2][C:3]1[CH:4]=[C:5]([NH:9][CH:10]=[C:11]2[C:16](=[O:17])OC(C)(C)OC2=O)[CH:6]=[CH:7][CH:8]=1. Product: [CH3:1][O:2][C:3]1[CH:4]=[C:5]2[C:6]([C:16]([OH:17])=[CH:11][CH:10]=[N:9]2)=[CH:7][CH:8]=1. The catalyst class is: 400. (4) Reactant: C([N:3](CC)CC)C.[F:8][C:9]1[CH:10]=[C:11]([S:16][C:17]2C=[C:19]3[C:25]([NH:26][C:27](=[O:59])[C:28]4[CH:33]=[CH:32][C:31]([N:34]5[CH2:38][CH2:37][C@H:36]([NH:39]C(=O)C(F)(F)F)[CH2:35]5)=[CH:30][C:29]=4[N:46]([CH:53]4[CH2:58][CH2:57][O:56][CH2:55][CH2:54]4)C(=O)C(F)(F)F)=[N:24][NH:23][C:20]3=[N:21][CH:22]=2)[CH:12]=[C:13]([F:15])[CH:14]=1.C(O)CCC.C(=O)([O-])[O-].[K+].[K+]. Product: [NH2:39][C@H:36]1[CH2:37][CH2:38][N:34]([C:31]2[CH:32]=[CH:33][C:28]([C:27]([NH:26][C:25]3[C:19]4[C:20](=[N:21][CH:22]=[C:17]([S:16][C:11]5[CH:10]=[C:9]([F:8])[CH:14]=[C:13]([F:15])[CH:12]=5)[N:3]=4)[NH:23][N:24]=3)=[O:59])=[C:29]([NH:46][CH:53]3[CH2:58][CH2:57][O:56][CH2:55][CH2:54]3)[CH:30]=2)[CH2:35]1. The catalyst class is: 5. (5) Reactant: [C:1](OC(=O)CC)(=O)CC.[O:10]=[S:11]1(=[O:36])[CH:16]=[CH:15][CH:14]([C:17]2[CH:22]=[CH:21][C:20]([N:23]3[CH2:27][C@H:26]([CH2:28][NH:29][C:30](=[O:34])[CH:31](F)F)[O:25][C:24]3=[O:35])=[CH:19][CH:18]=2)[CH2:13][CH2:12]1. Product: [O:10]=[S:11]1(=[O:36])[CH:16]=[CH:15][CH:14]([C:17]2[CH:22]=[CH:21][C:20]([N:23]3[CH2:27][C@H:26]([CH2:28][NH:29][C:30](=[O:34])[CH2:31][CH3:1])[O:25][C:24]3=[O:35])=[CH:19][CH:18]=2)[CH2:13][CH2:12]1. The catalyst class is: 529.